This data is from Reaction yield outcomes from USPTO patents with 853,638 reactions. The task is: Predict the reaction yield, written as a fraction of the theoretical maximum amount of product (1.0 means a 100% yield; for example, 0.34 means a 34% yield). The reactants are [C:1]([C:4]1[NH:9][C:8](=[O:10])[NH:7][C:6](=[O:11])[CH:5]=1)([OH:3])=[O:2].S(=O)(=O)(O)O.[F:17][C:18](I)([F:20])[F:19].OO. The catalyst is [CH-]1C=CC=C1.[CH-]1C=CC=C1.[Fe+2].CS(C)=O. The product is [C:1]([C:4]1[NH:9][C:8](=[O:10])[NH:7][C:6](=[O:11])[C:5]=1[C:18]([F:20])([F:19])[F:17])([OH:3])=[O:2]. The yield is 0.950.